Predict the reactants needed to synthesize the given product. From a dataset of Full USPTO retrosynthesis dataset with 1.9M reactions from patents (1976-2016). Given the product [NH2:1][CH2:4][C@@H:5]1[CH2:6][C@H:7]([C:9]2[N:13]3[CH:14]=[CH:15][N:16]=[C:17]([NH2:18])[C:12]3=[C:11]([C:19]3[CH:28]=[C:27]4[C:22]([CH:23]=[CH:24][C:25]([C:29]5[CH:34]=[CH:33][CH:32]=[CH:31][CH:30]=5)=[N:26]4)=[CH:21][CH:20]=3)[N:10]=2)[CH2:8]1, predict the reactants needed to synthesize it. The reactants are: [N:1]([CH2:4][CH:5]1[CH2:8][CH:7]([C:9]2[N:13]3[CH:14]=[CH:15][N:16]=[C:17]([NH2:18])[C:12]3=[C:11]([C:19]3[CH:28]=[C:27]4[C:22]([CH:23]=[CH:24][C:25]([C:29]5[CH:34]=[CH:33][CH:32]=[CH:31][CH:30]=5)=[N:26]4)=[CH:21][CH:20]=3)[N:10]=2)[CH2:6]1)=[N+]=[N-].